Dataset: Retrosynthesis with 50K atom-mapped reactions and 10 reaction types from USPTO. Task: Predict the reactants needed to synthesize the given product. (1) Given the product NC(=O)c1c(Cl)ccc(Nc2c(Nc3ccccc3)c(=O)c2=O)c1O, predict the reactants needed to synthesize it. The reactants are: NC(=O)c1c(Cl)ccc(Nc2c(Cl)c(=O)c2=O)c1O.Nc1ccccc1. (2) Given the product OCC1(O)C=CC(c2ccccc2)=CC1, predict the reactants needed to synthesize it. The reactants are: O=C(O)C1(O)C=CC(c2ccccc2)=CC1. (3) Given the product COC(=O)Cc1ccc(Nc2cc(-c3cccc(Cl)c3)nc3c2CCC3)cn1, predict the reactants needed to synthesize it. The reactants are: COC(=O)Cc1ccc(N)cn1.Clc1cccc(-c2cc(Cl)c3c(n2)CCC3)c1. (4) Given the product NC(=O)C1=NN(c2ccccc2)C(=O)C1=Cc1ccc(O)cc1, predict the reactants needed to synthesize it. The reactants are: NC(=O)C1=NN(c2ccccc2)C(=O)C1.O=Cc1ccc(O)cc1. (5) Given the product COC(=O)c1cccc(Cn2cc(-c3ccc(Cl)cc3Cl)nc2/C=C/c2ccc(-c3ccc(NC(=O)OC(C)(C)C)c(OC)c3)cc2)c1, predict the reactants needed to synthesize it. The reactants are: COC(=O)c1cccc(Cn2cc(-c3ccc(Cl)cc3Cl)nc2/C=C/c2ccc(Br)cc2)c1.COc1cc(B(O)O)ccc1NC(=O)OC(C)(C)C. (6) Given the product NS(=O)(=O)NC[C@@H]1C[C@H](S)CN1C(=O)OCc1ccc([N+](=O)[O-])cc1, predict the reactants needed to synthesize it. The reactants are: NC[C@@H]1C[C@H](S)CN1C(=O)OCc1ccc([N+](=O)[O-])cc1.NS(=O)(=O)Cl. (7) Given the product C[C@H]1COc2c(N3CCC(n4ccnn4)CC3)c(F)cc3c(=O)c(C(=O)O)cn1c23, predict the reactants needed to synthesize it. The reactants are: C[C@H]1COc2c(F)c(F)cc3c(=O)c(C(=O)O)cn1c23.c1cn(C2CCNCC2)nn1.